Dataset: Reaction yield outcomes from USPTO patents with 853,638 reactions. Task: Predict the reaction yield, written as a fraction of the theoretical maximum amount of product (1.0 means a 100% yield; for example, 0.34 means a 34% yield). (1) The reactants are [Cl:1][C:2]1[CH:3]=[C:4]2[C:9](=[CH:10][C:11]=1[O:12][CH3:13])[NH:8][C:7]([CH3:14])=[C:6]([I:15])[C:5]2=[O:16].C(=O)([O-])[O-].[K+].[K+].[CH2:23](I)[CH3:24]. The catalyst is CN(C)C=O. The product is [Cl:1][C:2]1[CH:3]=[C:4]2[C:9](=[CH:10][C:11]=1[O:12][CH3:13])[N:8]=[C:7]([CH3:14])[C:6]([I:15])=[C:5]2[O:16][CH2:23][CH3:24]. The yield is 0.990. (2) The reactants are O.C1(C)C=CC(S(O)(=O)=O)=CC=1.C[O:14][CH:15](OC)[C:16]1[C:43]([O:44]COC)=[C:42]([C:48]([F:51])([F:50])[F:49])[CH:41]=[CH:40][C:17]=1[CH2:18][O:19][C:20]1[CH:25]=[CH:24][C:23]([C:26]2[CH:31]=[CH:30][C:29]([CH2:32][C:33]([O:35][CH2:36][CH:37]=[CH2:38])=[O:34])=[CH:28][CH:27]=2)=[CH:22][C:21]=1[F:39]. The catalyst is CC(C)=O. The product is [F:39][C:21]1[CH:22]=[C:23]([C:26]2[CH:31]=[CH:30][C:29]([CH2:32][C:33]([O:35][CH2:36][CH:37]=[CH2:38])=[O:34])=[CH:28][CH:27]=2)[CH:24]=[CH:25][C:20]=1[O:19][CH2:18][C:17]1[CH:40]=[CH:41][C:42]([C:48]([F:51])([F:50])[F:49])=[C:43]([OH:44])[C:16]=1[CH:15]=[O:14]. The yield is 0.910. (3) The product is [Br:17][CH2:2][C@H:3]1[CH2:8][CH2:7][CH2:6][N:5]([C:9]([O:11][C:12]([CH3:15])([CH3:14])[CH3:13])=[O:10])[CH2:4]1. The reactants are O[CH2:2][C@H:3]1[CH2:8][CH2:7][CH2:6][N:5]([C:9]([O:11][C:12]([CH3:15])([CH3:14])[CH3:13])=[O:10])[CH2:4]1.C(Br)(Br)(Br)[Br:17].C1(P(C2C=CC=CC=2)C2C=CC=CC=2)C=CC=CC=1.C1CCCCC1. The yield is 0.910. The catalyst is C(Cl)Cl. (4) The reactants are [CH2:1]([O:3][CH:4]([O:15][CH2:16][CH3:17])[C:5]1[O:13][C:12]2[C:11](I)=[CH:10][N:9]=[CH:8][C:7]=2[CH:6]=1)[CH3:2].[NH:18]1[CH2:23][CH2:22][NH:21][CH2:20][CH2:19]1.C1C=CC(P(C2C(C3C(P(C4C=CC=CC=4)C4C=CC=CC=4)=CC=C4C=3C=CC=C4)=C3C(C=CC=C3)=CC=2)C2C=CC=CC=2)=CC=1.CC(C)([O-])C.[Na+]. The catalyst is C1(C)C=CC=CC=1.C1C=CC(/C=C/C(/C=C/C2C=CC=CC=2)=O)=CC=1.C1C=CC(/C=C/C(/C=C/C2C=CC=CC=2)=O)=CC=1.C1C=CC(/C=C/C(/C=C/C2C=CC=CC=2)=O)=CC=1.[Pd].[Pd]. The product is [CH2:1]([O:3][CH:4]([O:15][CH2:16][CH3:17])[C:5]1[O:13][C:12]2[C:11]([N:18]3[CH2:23][CH2:22][NH:21][CH2:20][CH2:19]3)=[CH:10][N:9]=[CH:8][C:7]=2[CH:6]=1)[CH3:2]. The yield is 0.890. (5) The catalyst is CN(C=O)C. The product is [CH:32]1([CH2:31][O:1][C:2]2[C:3](=[O:29])[C:4]([C:18]3[N:22]([C:23]4[CH:24]=[CH:25][CH:26]=[CH:27][CH:28]=4)[N:21]=[CH:20][CH:19]=3)=[N:5][N:6]([C:8]3[CH:13]=[CH:12][CH:11]=[C:10]([C:14]([F:16])([F:15])[F:17])[CH:9]=3)[CH:7]=2)[CH2:34][CH2:33]1. The yield is 0.910. The reactants are [OH:1][C:2]1[C:3](=[O:29])[C:4]([C:18]2[N:22]([C:23]3[CH:28]=[CH:27][CH:26]=[CH:25][CH:24]=3)[N:21]=[CH:20][CH:19]=2)=[N:5][N:6]([C:8]2[CH:13]=[CH:12][CH:11]=[C:10]([C:14]([F:17])([F:16])[F:15])[CH:9]=2)[CH:7]=1.Br[CH2:31][CH:32]1[CH2:34][CH2:33]1.C([O-])([O-])=O.[K+].[K+].O. (6) The product is [CH3:30][C:29]1[N:8]([C:3]2[CH:4]=[CH:5][CH:6]=[CH:7][C:2]=2[CH3:10])[N:9]=[C:27]([C:26]2[CH:36]=[CH:35][CH:34]=[CH:33][CH:32]=2)[N:28]=1. The yield is 0.640. The reactants are Cl.[C:2]1([CH3:10])[CH:7]=[CH:6][CH:5]=[CH:4][C:3]=1[NH:8][NH2:9].C(Cl)(Cl)(Cl)Cl.C(N(CC)CC)C.C(O[C:26]1([CH:36]=[CH:35][CH:34]=[CH:33][CH2:32]1)[CH:27]=[N:28][C:29](=O)[CH3:30])C. The catalyst is O. (7) The product is [CH3:19][O:10][C@@:4]([CH3:3])([CH2:7][CH2:8][CH3:9])[CH2:5][O:6][CH2:11][C:12]1[CH:17]=[CH:16][CH:15]=[CH:14][CH:13]=1. The catalyst is C1COCC1.C(OC)(C)(C)C.O. The yield is 0.935. The reactants are [H-].[Na+].[CH3:3][C@:4]([OH:10])([CH2:7][CH2:8][CH3:9])[CH2:5][OH:6].[CH2:11](Br)[C:12]1[CH:17]=[CH:16][CH:15]=[CH:14][CH:13]=1.[CH3:19]I.